This data is from Reaction yield outcomes from USPTO patents with 853,638 reactions. The task is: Predict the reaction yield, written as a fraction of the theoretical maximum amount of product (1.0 means a 100% yield; for example, 0.34 means a 34% yield). (1) The reactants are [F:1][C:2]1[CH:24]=[CH:23][C:5]2[CH2:6][C:7]3[CH:22]=[CH:21][CH:20]=[CH:19][C:8]=3[C@H:9]3[CH2:14][CH2:13][C@H:12]([CH2:15][N:16]([CH3:18])[CH3:17])[NH:11][C@@H:10]3[C:4]=2[CH:3]=1.Cl[C:26]([O:28][CH3:29])=[O:27]. The catalyst is CO.C(Cl)Cl. The product is [CH3:17][N:16]([CH2:15][C@@H:12]1[N:11]([C:26]([O:28][CH3:29])=[O:27])[C@@H:10]2[C:4]3[CH:3]=[C:2]([F:1])[CH:24]=[CH:23][C:5]=3[CH2:6][C:7]3[CH:22]=[CH:21][CH:20]=[CH:19][C:8]=3[C@H:9]2[CH2:14][CH2:13]1)[CH3:18]. The yield is 0.790. (2) The reactants are [Cl:1][C:2]1[CH:7]=[CH:6][C:5]([C:8]2[CH:13]=[CH:12][C:11]([C:14]([OH:16])=O)=[C:10]([O:17][CH3:18])[CH:9]=2)=[CH:4][CH:3]=1.Cl.[CH2:20]([O:22][C:23](=[O:26])[CH2:24][NH2:25])[CH3:21].CN(C)CCCN=C=NCC.ON1C2C=CC=CC=2N=N1.C(N(C(C)C)CC)(C)C. The catalyst is C(Cl)Cl.CCOC(C)=O.CN(C=O)C. The product is [CH2:20]([O:22][C:23](=[O:26])[CH2:24][NH:25][C:14]([C:11]1[CH:12]=[CH:13][C:8]([C:5]2[CH:4]=[CH:3][C:2]([Cl:1])=[CH:7][CH:6]=2)=[CH:9][C:10]=1[O:17][CH3:18])=[O:16])[CH3:21]. The yield is 0.850. (3) The reactants are Cl.[CH3:2][O:3][C:4]([C@H:6]1[CH2:11][NH:10][CH2:9][C:8](=[O:12])[N:7]1[CH2:13][CH:14]1[CH2:19][CH2:18][N:17]([C:20]2[CH:25]=[CH:24][C:23](=[O:26])[N:22]([CH3:27])[N:21]=2)[CH2:16][CH2:15]1)=[O:5].N1C=CC=CC=1.[C:34]1([S:40]([N:43]2[C:51]3[C:46](=[CH:47][CH:48]=[C:49]([S:52](Cl)(=[O:54])=[O:53])[CH:50]=3)[C:45]([Cl:56])=[CH:44]2)(=[O:42])=[O:41])[CH:39]=[CH:38][CH:37]=[CH:36][CH:35]=1. The catalyst is ClCCl.CN(C)C=O.ClCCl. The product is [CH3:2][O:3][C:4]([C@H:6]1[CH2:11][N:10]([S:52]([C:49]2[CH:50]=[C:51]3[C:46]([C:45]([Cl:56])=[CH:44][N:43]3[S:40]([C:34]3[CH:39]=[CH:38][CH:37]=[CH:36][CH:35]=3)(=[O:42])=[O:41])=[CH:47][CH:48]=2)(=[O:53])=[O:54])[CH2:9][C:8](=[O:12])[N:7]1[CH2:13][CH:14]1[CH2:19][CH2:18][N:17]([C:20]2[CH:25]=[CH:24][C:23](=[O:26])[N:22]([CH3:27])[N:21]=2)[CH2:16][CH2:15]1)=[O:5]. The yield is 0.450. (4) The reactants are [O:1]=[C:2]1[C:10]2[C:5](=[C:6]([C:11]3[NH:12][CH:13]=[CH:14][CH:15]=3)[CH:7]=[CH:8][CH:9]=2)[C:4](=[O:16])[N:3]1[CH:17]([C:22]1[CH:27]=[CH:26][C:25]([O:28][CH3:29])=[C:24]([O:30][CH2:31][CH3:32])[CH:23]=1)[CH2:18][C:19](O)=[O:20].[C:33](N1C=CN=C1)([N:35]1C=CN=[CH:36]1)=O.CNC.O. The catalyst is O1CCCC1.C(Cl)Cl. The product is [O:1]=[C:2]1[C:10]2[C:5](=[C:6]([C:11]3[NH:12][CH:13]=[CH:14][CH:15]=3)[CH:7]=[CH:8][CH:9]=2)[C:4](=[O:16])[N:3]1[CH:17]([C:22]1[CH:27]=[CH:26][C:25]([O:28][CH3:29])=[C:24]([O:30][CH2:31][CH3:32])[CH:23]=1)[CH2:18][C:19]([N:35]([CH3:36])[CH3:33])=[O:20]. The yield is 0.550. (5) The reactants are [C:1](Cl)(=[O:8])[C:2]1[CH:7]=[CH:6][CH:5]=[CH:4][CH:3]=1.CCN(CC)CC.[Cl:17][C:18]1[CH:31]=[CH:30][C:21]([CH2:22][N:23]2[CH2:28][CH2:27][CH:26]([NH2:29])[CH2:25][CH2:24]2)=[CH:20][C:19]=1[O:32][CH2:33][CH3:34]. The catalyst is CN(C=O)C. The product is [Cl:17][C:18]1[CH:31]=[CH:30][C:21]([CH2:22][N:23]2[CH2:28][CH2:27][CH:26]([NH:29][C:1](=[O:8])[C:2]3[CH:7]=[CH:6][CH:5]=[CH:4][CH:3]=3)[CH2:25][CH2:24]2)=[CH:20][C:19]=1[O:32][CH2:33][CH3:34]. The yield is 0.600.